Dataset: Full USPTO retrosynthesis dataset with 1.9M reactions from patents (1976-2016). Task: Predict the reactants needed to synthesize the given product. (1) Given the product [Cl:22][C:20]1[CH:19]=[CH:18][C:17]([F:23])=[C:16]([C:13]2[CH:14]=[CH:15][C:10]([CH2:9][C@@H:2]([NH:1][C:30](=[O:31])[CH2:29][CH2:28][P:24](=[O:25])([OH:27])[OH:26])[CH2:3][C:4]([O:6][CH2:7][CH3:8])=[O:5])=[CH:11][CH:12]=2)[CH:21]=1, predict the reactants needed to synthesize it. The reactants are: [NH2:1][C@H:2]([CH2:9][C:10]1[CH:15]=[CH:14][C:13]([C:16]2[CH:21]=[C:20]([Cl:22])[CH:19]=[CH:18][C:17]=2[F:23])=[CH:12][CH:11]=1)[CH2:3][C:4]([O:6][CH2:7][CH3:8])=[O:5].[P:24]([CH2:28][CH2:29][C:30](O)=[O:31])([OH:27])([OH:26])=[O:25].C(Cl)CCl.C1C=CC2N(O)N=NC=2C=1.CCN(C(C)C)C(C)C. (2) Given the product [ClH:1].[ClH:1].[CH2:3]([C:7]1[N:8]=[N:9][C:10]([O:26][CH2:27][CH2:28][C@H:29]2[CH2:34][CH2:33][CH2:32][CH2:31][N:30]2[CH3:36])=[CH:11][C:12]=1[C:13]1[CH:14]=[CH:15][C:16]([O:19][CH:20]2[CH2:25][CH2:24][CH2:23][CH2:22][CH2:21]2)=[CH:17][CH:18]=1)[CH2:4][CH2:5][CH3:6], predict the reactants needed to synthesize it. The reactants are: [ClH:1].Cl.[CH2:3]([C:7]1[N:8]=[N:9][C:10]([O:26][CH2:27][CH2:28][C@H:29]2[CH2:34][CH2:33][CH2:32][CH2:31][NH:30]2)=[CH:11][C:12]=1[C:13]1[CH:18]=[CH:17][C:16]([O:19][CH:20]2[CH2:25][CH2:24][CH2:23][CH2:22][CH2:21]2)=[CH:15][CH:14]=1)[CH2:4][CH2:5][CH3:6].Cl.[CH2:36](OCC)C. (3) Given the product [Cl:17][C:7]1[CH:6]=[C:5]([OH:4])[C:10]([O:11][CH3:12])=[CH:9][C:8]=1[CH2:13][C:14]([O:16][CH3:22])=[O:15], predict the reactants needed to synthesize it. The reactants are: C([O:4][C:5]1[C:10]([O:11][CH3:12])=[CH:9][C:8]([CH2:13][C:14]([OH:16])=[O:15])=[C:7]([Cl:17])[CH:6]=1)(=O)C.O=S(Cl)Cl.[CH3:22]O.